From a dataset of Forward reaction prediction with 1.9M reactions from USPTO patents (1976-2016). Predict the product of the given reaction. (1) Given the reactants CS([C:4]1[N:5]([C:16]2[CH:21]=[CH:20][C:19]([O:22][CH2:23][C:24]([F:27])([F:26])[F:25])=[CH:18][CH:17]=2)[C:6](=[O:15])[C:7]2[CH:13]=[CH:12][C:11](=[O:14])[NH:10][C:8]=2[N:9]=1)=O.[CH3:28][O-:29].[Na+].Cl, predict the reaction product. The product is: [CH3:28][O:29][C:4]1[N:5]([C:16]2[CH:21]=[CH:20][C:19]([O:22][CH2:23][C:24]([F:27])([F:26])[F:25])=[CH:18][CH:17]=2)[C:6](=[O:15])[C:7]2[CH:13]=[CH:12][C:11](=[O:14])[NH:10][C:8]=2[N:9]=1. (2) Given the reactants Cl[C:2]1[C:3]2[C@:10]3([CH2:25][C:13]4=[N:14][CH:15]=[C:16]([C:18]([O:20][C:21]([CH3:24])([CH3:23])[CH3:22])=[O:19])[CH:17]=[C:12]4[CH2:11]3)[C:9](=[O:26])[NH:8][C:4]=2[N:5]=[CH:6][N:7]=1.C(N(CC)CC)C.[H][H], predict the reaction product. The product is: [O:26]=[C:9]1[NH:8][C:4]2[N:5]=[CH:6][N:7]=[CH:2][C:3]=2[C@@:10]21[CH2:25][C:13]1=[N:14][CH:15]=[C:16]([C:18]([O:20][C:21]([CH3:23])([CH3:22])[CH3:24])=[O:19])[CH:17]=[C:12]1[CH2:11]2. (3) Given the reactants [F:1][C:2]1[CH:9]=[C:8]([O:10][CH3:11])[CH:7]=[CH:6][C:3]=1[CH:4]=[O:5].[CH2:12](O)[CH2:13][OH:14].O.C1(C)C=CC(S(O)(=O)=O)=CC=1, predict the reaction product. The product is: [F:1][C:2]1[CH:9]=[C:8]([O:10][CH3:11])[CH:7]=[CH:6][C:3]=1[CH:4]1[O:14][CH2:13][CH2:12][O:5]1. (4) Given the reactants C([O-])(=O)C.[K+].Br[C:7]1[CH:12]=[CH:11][C:10]([S:13]([N:16]2[CH2:20][CH2:19][C:18]([F:22])([F:21])[CH2:17]2)(=[O:15])=[O:14])=[CH:9][CH:8]=1.[B:23]1([B:23]2[O:27][C:26]([CH3:29])([CH3:28])[C:25]([CH3:31])([CH3:30])[O:24]2)[O:27][C:26]([CH3:29])([CH3:28])[C:25]([CH3:31])([CH3:30])[O:24]1, predict the reaction product. The product is: [F:21][C:18]1([F:22])[CH2:19][CH2:20][N:16]([S:13]([C:10]2[CH:11]=[CH:12][C:7]([B:23]3[O:27][C:26]([CH3:29])([CH3:28])[C:25]([CH3:31])([CH3:30])[O:24]3)=[CH:8][CH:9]=2)(=[O:15])=[O:14])[CH2:17]1.